Dataset: Full USPTO retrosynthesis dataset with 1.9M reactions from patents (1976-2016). Task: Predict the reactants needed to synthesize the given product. (1) The reactants are: [Cl:1][C:2]1[C:3]([F:42])=[C:4]([C@@H:8]2[C@:12]([C:15]3[CH:20]=[CH:19][C:18]([Cl:21])=[CH:17][C:16]=3[F:22])([C:13]#[N:14])[C@H:11]([CH2:23][C:24]([CH3:27])([CH3:26])[CH3:25])[NH:10][C@H:9]2[C:28]([NH:30][C:31]2[CH:39]=[CH:38][C:34]([C:35]([OH:37])=[O:36])=[CH:33][C:32]=2[O:40][CH3:41])=[O:29])[CH:5]=[CH:6][CH:7]=1.O[CH2:44][C:45]([N:47]([CH3:49])[CH3:48])=[O:46]. Given the product [ClH:1].[CH3:48][N:47]([CH3:49])[C:45]([CH2:44][O:36][C:35](=[O:37])[C:34]1[CH:38]=[CH:39][C:31]([NH:30][C:28]([C@H:9]2[C@H:8]([C:4]3[CH:5]=[CH:6][CH:7]=[C:2]([Cl:1])[C:3]=3[F:42])[C@:12]([C:15]3[CH:20]=[CH:19][C:18]([Cl:21])=[CH:17][C:16]=3[F:22])([C:13]#[N:14])[C@H:11]([CH2:23][C:24]([CH3:26])([CH3:27])[CH3:25])[NH:10]2)=[O:29])=[C:32]([O:40][CH3:41])[CH:33]=1)=[O:46], predict the reactants needed to synthesize it. (2) Given the product [N+:25]([C:3]1[CH:4]=[C:5]([NH:8][C:9]([NH:11][C:12]2[CH:17]=[CH:16][C:15]([O:18][C:19]3[CH:24]=[CH:23][CH:22]=[CH:21][CH:20]=3)=[CH:14][CH:13]=2)=[O:10])[CH:6]=[CH:7][C:2]=1[NH:28][CH2:29][CH2:30][N:31]1[CH2:35][CH2:34][CH2:33][CH2:32]1)([O-:27])=[O:26], predict the reactants needed to synthesize it. The reactants are: F[C:2]1[CH:7]=[CH:6][C:5]([NH:8][C:9]([NH:11][C:12]2[CH:17]=[CH:16][C:15]([O:18][C:19]3[CH:24]=[CH:23][CH:22]=[CH:21][CH:20]=3)=[CH:14][CH:13]=2)=[O:10])=[CH:4][C:3]=1[N+:25]([O-:27])=[O:26].[NH2:28][CH2:29][CH2:30][N:31]1[CH2:35][CH2:34][CH2:33][CH2:32]1. (3) Given the product [CH2:1]1[C:5]2=[C:6]3[C:7]([CH2:10][CH2:11]/[C:12]/3=[CH:13]\[CH2:14][NH2:15])=[N:8][CH:9]=[C:4]2[O:3][CH2:2]1, predict the reactants needed to synthesize it. The reactants are: [CH2:1]1[C:5]2=[C:6]3[C:7]([CH2:10][CH2:11]/[C:12]/3=[CH:13]\[C:14]#[N:15])=[N:8][CH:9]=[C:4]2[O:3][CH2:2]1.